This data is from Peptide-MHC class I binding affinity with 185,985 pairs from IEDB/IMGT. The task is: Regression. Given a peptide amino acid sequence and an MHC pseudo amino acid sequence, predict their binding affinity value. This is MHC class I binding data. (1) The peptide sequence is LSEEANWAF. The MHC is HLA-B08:02 with pseudo-sequence HLA-B08:02. The binding affinity (normalized) is 0.0847. (2) The peptide sequence is SQQNSDSIF. The MHC is HLA-B15:03 with pseudo-sequence HLA-B15:03. The binding affinity (normalized) is 0.942. (3) The MHC is HLA-A68:01 with pseudo-sequence HLA-A68:01. The binding affinity (normalized) is 0.424. The peptide sequence is KSMFWDGMDY. (4) The peptide sequence is QQMFPGAPF. The MHC is HLA-B46:01 with pseudo-sequence HLA-B46:01. The binding affinity (normalized) is 0.469. (5) The peptide sequence is SMTYLYNKY. The MHC is HLA-A30:01 with pseudo-sequence HLA-A30:01. The binding affinity (normalized) is 0. (6) The peptide sequence is LLGMWGIAAL. The MHC is HLA-A02:01 with pseudo-sequence HLA-A02:01. The binding affinity (normalized) is 0.595. (7) The peptide sequence is KAALDLSHFL. The MHC is HLA-B08:01 with pseudo-sequence HLA-B08:01. The binding affinity (normalized) is 0.